From a dataset of Full USPTO retrosynthesis dataset with 1.9M reactions from patents (1976-2016). Predict the reactants needed to synthesize the given product. Given the product [CH3:20][O:19][C:17]1[C:16]([N+:21]([O-:23])=[O:22])=[CH:15][CH:14]=[C:13]([C:6]2[N:2]([CH3:1])[N:3]=[N:4][CH:5]=2)[N:18]=1, predict the reactants needed to synthesize it. The reactants are: [CH3:1][N:2]1[CH:6]=[CH:5][N:4]=[N:3]1.C([Li])CCC.Cl[C:13]1[N:18]=[C:17]([O:19][CH3:20])[C:16]([N+:21]([O-:23])=[O:22])=[CH:15][CH:14]=1.O.